The task is: Predict the reaction yield, written as a fraction of the theoretical maximum amount of product (1.0 means a 100% yield; for example, 0.34 means a 34% yield).. This data is from Reaction yield outcomes from USPTO patents with 853,638 reactions. (1) The reactants are Cl[C:2]1[CH:7]=[C:6]([C:8]2[CH:13]=[C:12]([Cl:14])[CH:11]=[CH:10][C:9]=2[O:15]C)[CH:5]=[CH:4][N:3]=1.Cl.[NH:18]1[CH2:21]C[CH2:19]1.C(N(CC)C(C)C)(C)C.CN(C)C(=O)C.[Cl-].[NH4+]. The catalyst is O. The product is [Cl:14][C:12]1[CH:11]=[CH:10][C:9]([OH:15])=[C:8]([C:6]2[CH:5]=[CH:4][N:3]=[C:2]([N:18]([CH3:21])[CH3:19])[CH:7]=2)[CH:13]=1. The yield is 0.330. (2) The reactants are [I:1][C:2]1[C:3]([NH:16][S:17]([CH3:20])(=[O:19])=[O:18])=[CH:4][C:5]([O:14][CH3:15])=[C:6]([NH:8]C(=O)OCC)[CH:7]=1.Cl. The catalyst is [OH-].[Na+]. The product is [I:1][C:2]1[C:3]([NH:16][S:17]([CH3:20])(=[O:19])=[O:18])=[CH:4][C:5]([O:14][CH3:15])=[C:6]([CH:7]=1)[NH2:8]. The yield is 0.890. (3) The reactants are C[O:2][C:3](=[O:25])[C:4]1[CH:9]=[C:8]([O:10][C:11]2[CH:16]=[CH:15][C:14]([S:17]([CH3:20])(=[O:19])=[O:18])=[CH:13][CH:12]=2)[CH:7]=[C:6]([O:21][CH:22]([CH3:24])[CH3:23])[CH:5]=1.CCO.O.[OH-].[Na+]. The catalyst is C1COCC1. The product is [CH:22]([O:21][C:6]1[CH:5]=[C:4]([CH:9]=[C:8]([O:10][C:11]2[CH:16]=[CH:15][C:14]([S:17]([CH3:20])(=[O:19])=[O:18])=[CH:13][CH:12]=2)[CH:7]=1)[C:3]([OH:25])=[O:2])([CH3:24])[CH3:23]. The yield is 1.00. (4) The reactants are [CH:1]1([O:5][C:6]2[N:11]=[CH:10][C:9]([C:12](=O)[CH3:13])=[CH:8][C:7]=2[CH3:15])[CH2:4][CH2:3][CH2:2]1.[CH3:16][C:17]([S@:20]([NH2:22])=[O:21])([CH3:19])[CH3:18]. No catalyst specified. The product is [CH:1]1([O:5][C:6]2[N:11]=[CH:10][C:9]([CH:12]([NH:22][S@@:20]([C:17]([CH3:19])([CH3:18])[CH3:16])=[O:21])[CH3:13])=[CH:8][C:7]=2[CH3:15])[CH2:4][CH2:3][CH2:2]1. The yield is 0.760.